From a dataset of Reaction yield outcomes from USPTO patents with 853,638 reactions. Predict the reaction yield, written as a fraction of the theoretical maximum amount of product (1.0 means a 100% yield; for example, 0.34 means a 34% yield). (1) The reactants are C1(C2C=CC=CC=2)C=CC(C2C=COC=2)=CC=1.Br[C:19]1[CH:26]=[CH:25][C:22]([C:23]#[N:24])=[CH:21][CH:20]=1.[Br:27][C:28]1[CH:33]=[CH:32][C:31](OB(O)O)=[CH:30][CH:29]=1. The catalyst is CCO. The product is [Br:27][C:28]1[CH:33]=[CH:32][C:31]([C:19]2[CH:26]=[CH:25][C:22]([C:23]#[N:24])=[CH:21][CH:20]=2)=[CH:30][CH:29]=1. The yield is 0.670. (2) The reactants are Cl[CH2:2][C:3]([C:5]1[CH:6]=[CH:7][C:8]2[O:12][C:11](=[O:13])[NH:10][C:9]=2[CH:14]=1)=[O:4].[F:15][C:16]([F:42])([F:41])[C:17]1[CH:18]=[C:19]([CH:34]=[C:35]([C:37]([F:40])([F:39])[F:38])[CH:36]=1)[CH2:20][NH:21][C:22]([C:24]1([CH2:30][CH:31]2[CH2:33][CH2:32]2)[CH2:29][CH2:28][NH:27][CH2:26][CH2:25]1)=[O:23].C(N(CC)C(C)C)(C)C. The catalyst is CN(C)C=O.ClCCl. The product is [F:41][C:16]([F:15])([F:42])[C:17]1[CH:18]=[C:19]([CH:34]=[C:35]([C:37]([F:40])([F:39])[F:38])[CH:36]=1)[CH2:20][NH:21][C:22]([C:24]1([CH2:30][CH:31]2[CH2:33][CH2:32]2)[CH2:25][CH2:26][N:27]([CH2:2][C:3](=[O:4])[C:5]2[CH:6]=[CH:7][C:8]3[O:12][C:11](=[O:13])[NH:10][C:9]=3[CH:14]=2)[CH2:28][CH2:29]1)=[O:23]. The yield is 0.140. (3) The reactants are [C:1]([O-:4])([O-:3])=O.[C:5]([O-:8])([O-])=[O:6].OO.OO.OO.[Na+].[Na+].[Na+].[Na+].[F:19][S:20]([C:23](C(F)=O)([F:25])[F:24])(=[O:22])=[O:21]. The catalyst is C(Cl)(F)(F)C(Cl)(Cl)F. The product is [F:25][C:23]([F:24])([S:20]([F:19])(=[O:21])=[O:22])[C:1]([O:4][O:8][C:5](=[O:6])[C:23]([F:25])([F:24])[S:20]([F:19])(=[O:22])=[O:21])=[O:3]. The yield is 0.420. (4) The catalyst is CS(C)=O.[Cu]. The product is [CH2:17]([O:16][C:14](=[O:15])[C:13]([C:2]1[CH:7]=[CH:6][C:5]([O:8][CH:9]([F:11])[F:10])=[CH:4][N:3]=1)([F:20])[F:19])[CH3:18]. The yield is 0.840. The reactants are Br[C:2]1[CH:7]=[CH:6][C:5]([O:8][CH:9]([F:11])[F:10])=[CH:4][N:3]=1.Br[C:13]([F:20])([F:19])[C:14]([O:16][CH2:17][CH3:18])=[O:15].O. (5) The reactants are [Cl:1][C:2]1[CH:7]=[C:6]([C:8](=[NH:22])[NH:9][C:10](=[O:21])[C:11]2[C:16](F)=[CH:15][N:14]=[CH:13][C:12]=2[CH:18]2[CH2:20][CH2:19]2)[CH:5]=[CH:4][N:3]=1.C(=O)([O-])[O-].[Cs+].[Cs+]. The catalyst is CN(C)C(=O)C.CC(O)=O. The product is [Cl:1][C:2]1[CH:7]=[C:6]([C:8]2[NH:9][C:10](=[O:21])[C:11]3[C:12]([CH:18]4[CH2:20][CH2:19]4)=[CH:13][N:14]=[CH:15][C:16]=3[N:22]=2)[CH:5]=[CH:4][N:3]=1. The yield is 0.330. (6) The reactants are C(O[C:6](=O)[N:7]([CH2:9][C:10]1[CH:14]=[C:13]([C:15]2[C:20]([O:21][CH3:22])=[CH:19][CH:18]=[CH:17][C:16]=2[F:23])[N:12]([S:24]([C:27]2[CH:28]=[N:29][CH:30]=[CH:31][CH:32]=2)(=[O:26])=[O:25])[CH:11]=1)C)(C)(C)C.[C:34]([O:37]CC)(=[O:36])[CH3:35].Cl.C[OH:42]. No catalyst specified. The product is [C:20]([OH:21])(=[O:42])/[CH:15]=[CH:35]/[C:34]([OH:37])=[O:36].[F:23][C:16]1[CH:17]=[CH:18][CH:19]=[C:20]([O:21][CH3:22])[C:15]=1[C:13]1[N:12]([S:24]([C:27]2[CH:28]=[N:29][CH:30]=[CH:31][CH:32]=2)(=[O:26])=[O:25])[CH:11]=[C:10]([CH2:9][NH:7][CH3:6])[CH:14]=1. The yield is 0.510. (7) The reactants are Br[CH2:2][C:3]1[CH:8]=[CH:7][CH:6]=[C:5]([Cl:9])[C:4]=1[Cl:10].[C:11]([CH2:13][C:14]([O:16][CH2:17][CH3:18])=[O:15])#[N:12].C([O-])([O-])=O.[K+].[K+].Cl. The catalyst is C1COCC1.O. The product is [C:11]([CH:13]([CH2:2][C:3]1[CH:8]=[CH:7][CH:6]=[C:5]([Cl:9])[C:4]=1[Cl:10])[C:14]([O:16][CH2:17][CH3:18])=[O:15])#[N:12]. The yield is 0.480.